Dataset: Catalyst prediction with 721,799 reactions and 888 catalyst types from USPTO. Task: Predict which catalyst facilitates the given reaction. (1) Reactant: [O:1]=[C:2]1[CH2:11][C:10]2([CH2:37][C:38]([OH:40])=O)[CH2:12][N:13]([CH2:14][C:15]3[CH:24]=[CH:23][C:22]4[C:17](=[CH:18][C:19]5[CH2:36][C@:26]6([C:34]7[C:29](=[N:30][CH:31]=[CH:32][CH:33]=7)[NH:28][C:27]6=[O:35])[CH2:25][C:20]=5[CH:21]=4)[N:16]=3)[C:8]3[C:9]2=[C:4]([CH:5]=[CH:6][CH:7]=3)[NH:3]1.[NH:41]1[CH2:45][CH2:44][CH2:43][CH2:42]1.C(Cl)CCl.C1C=CC2N(O)N=NC=2C=1.C(N(CC)C(C)C)(C)C. Product: [O:1]=[C:2]1[CH2:11][C:10]2([CH2:37][C:38](=[O:40])[N:41]3[CH2:45][CH2:44][CH2:43][CH2:42]3)[CH2:12][N:13]([CH2:14][C:15]3[CH:24]=[CH:23][C:22]4[C:17](=[CH:18][C:19]5[CH2:36][C@:26]6([C:34]7[C:29](=[N:30][CH:31]=[CH:32][CH:33]=7)[NH:28][C:27]6=[O:35])[CH2:25][C:20]=5[CH:21]=4)[N:16]=3)[C:8]3[C:9]2=[C:4]([CH:5]=[CH:6][CH:7]=3)[NH:3]1. The catalyst class is: 3. (2) Reactant: [Cl:1][C:2]1[C:7]([C:8]2[CH:13]=[CH:12][CH:11]=[CH:10][CH:9]=2)=[N:6][N:5]=[C:4]2[N:14]([CH2:18][C:19]([N:21]3[CH2:25][CH2:24][C@@H:23]([F:26])[CH2:22]3)=[O:20])[N:15]=[C:16](I)[C:3]=12.[F:27][C:28]1[CH:33]=[CH:32][C:31](B(O)O)=[CH:30][CH:29]=1.[O-]P([O-])([O-])=O.[K+].[K+].[K+]. Product: [Cl:1][C:2]1[C:7]([C:8]2[CH:13]=[CH:12][CH:11]=[CH:10][CH:9]=2)=[N:6][N:5]=[C:4]2[N:14]([CH2:18][C:19]([N:21]3[CH2:25][CH2:24][C@@H:23]([F:26])[CH2:22]3)=[O:20])[N:15]=[C:16]([C:31]3[CH:32]=[CH:33][C:28]([F:27])=[CH:29][CH:30]=3)[C:3]=12. The catalyst class is: 18. (3) Reactant: Br[C:2]1[CH:10]=[CH:9][C:5]2[N:6]=[CH:7][NH:8][C:4]=2[CH:3]=1.[CH3:11][C:12]1[CH:19]=[CH:18][C:15]([CH2:16][NH2:17])=[CH:14][CH:13]=1.C1(P(C2CCCCC2)C2C=CC=CC=2C2C=CC=CC=2N(C)C)CCCCC1.C[Si]([N-][Si](C)(C)C)(C)C.[Li+].C1COCC1. Product: [CH3:11][C:12]1[CH:19]=[CH:18][C:15]([CH2:16][NH:17][C:2]2[CH:10]=[CH:9][C:5]3[N:6]=[CH:7][NH:8][C:4]=3[CH:3]=2)=[CH:14][CH:13]=1. The catalyst class is: 110. (4) Reactant: [C:1]([N:8]1[CH2:13][CH:12]([CH3:14])[CH2:11][N:10]=[C:9]1[C:15]1[CH:20]=[CH:19][C:18]([N+:21]([O-])=O)=[CH:17][CH:16]=1)([O:3][C:4]([CH3:7])([CH3:6])[CH3:5])=[O:2].O.NN. Product: [C:1]([N:8]1[CH2:13][CH:12]([CH3:14])[CH2:11][N:10]=[C:9]1[C:15]1[CH:16]=[CH:17][C:18]([NH2:21])=[CH:19][CH:20]=1)([O:3][C:4]([CH3:7])([CH3:5])[CH3:6])=[O:2]. The catalyst class is: 171. (5) Reactant: C(N(CC)CC)C.[F:8][C:9]1[CH:14]=[CH:13][CH:12]=[CH:11][C:10]=1[N:15]1[C:23]2[C:18](=[C:19]([N:24]3[CH2:31][C@@H:30]4[C@@H:26]([CH2:27][NH:28][CH2:29]4)[C:25]3=[O:32])[CH:20]=[CH:21][CH:22]=2)[CH:17]=[N:16]1.[C:33]1([S:39](Cl)(=[O:41])=[O:40])[CH:38]=[CH:37][CH:36]=[CH:35][CH:34]=1. Product: [F:8][C:9]1[CH:14]=[CH:13][CH:12]=[CH:11][C:10]=1[N:15]1[C:23]2[C:18](=[C:19]([N:24]3[CH2:31][C@@H:30]4[C@@H:26]([CH2:27][N:28]([S:39]([C:33]5[CH:38]=[CH:37][CH:36]=[CH:35][CH:34]=5)(=[O:41])=[O:40])[CH2:29]4)[C:25]3=[O:32])[CH:20]=[CH:21][CH:22]=2)[CH:17]=[N:16]1. The catalyst class is: 2. (6) Reactant: [F:1][C:2]1[CH:7]=[CH:6][CH:5]=[CH:4][C:3]=1[N:8]1[C:16]2[C:11](=[C:12]([N:17]3[CH2:21][CH2:20][NH:19][C:18]3=[O:22])[CH:13]=[CH:14][CH:15]=2)[CH:10]=[N:9]1.C(N(CC)CC)C.Cl[C:31]([O:33][CH2:34][CH:35]([CH3:37])[CH3:36])=[O:32]. Product: [F:1][C:2]1[CH:7]=[CH:6][CH:5]=[CH:4][C:3]=1[N:8]1[C:16]2[C:11](=[C:12]([N:17]3[CH2:21][CH2:20][N:19]([C:31]([O:33][CH2:34][CH:35]([CH3:37])[CH3:36])=[O:32])[C:18]3=[O:22])[CH:13]=[CH:14][CH:15]=2)[CH:10]=[N:9]1. The catalyst class is: 10. (7) Reactant: Cl.[NH2:2][C:3]1[CH:32]=[CH:31][C:6]2[NH:7][C:8]([C:13]3[C:14](=[O:30])[C:15]([CH3:29])([CH2:24][CH2:25][CH:26]([CH3:28])[CH3:27])[C:16]4[C:21]([C:22]=3[OH:23])=[CH:20][CH:19]=[CH:18][CH:17]=4)=[N:9][S:10](=[O:12])(=[O:11])[C:5]=2[CH:4]=1.[C:33]([NH:38][S:39](Cl)(=[O:41])=[O:40])(=[O:37])[CH2:34][CH2:35][CH3:36].C(N(CC)CC)C. Product: [OH:23][C:22]1[C:21]2[C:16](=[CH:17][CH:18]=[CH:19][CH:20]=2)[C:15]([CH3:29])([CH2:24][CH2:25][CH:26]([CH3:28])[CH3:27])[C:14](=[O:30])[C:13]=1[C:8]1[NH:7][C:6]2[CH:31]=[CH:32][C:3]([NH:2][S:39]([NH:38][C:33](=[O:37])[CH2:34][CH2:35][CH3:36])(=[O:41])=[O:40])=[CH:4][C:5]=2[S:10](=[O:12])(=[O:11])[N:9]=1. The catalyst class is: 4.